From a dataset of Forward reaction prediction with 1.9M reactions from USPTO patents (1976-2016). Predict the product of the given reaction. (1) The product is: [ClH:24].[C:1]([C:4]1[O:8][C:7]([C:9]2[C:17]3[C:12](=[CH:13][CH:14]=[CH:15][CH:16]=3)[N:11]([C:25]3[N:30]=[C:29]([C:31]([F:34])([F:33])[F:32])[CH:28]=[CH:27][N:26]=3)[N:10]=2)=[CH:6][CH:5]=1)([OH:3])=[O:2]. Given the reactants [C:1]([C:4]1[O:8][C:7]([C:9]2[C:17]3[C:12](=[CH:13][CH:14]=[CH:15][CH:16]=3)[NH:11][N:10]=2)=[CH:6][CH:5]=1)([OH:3])=[O:2].CC(C)([O-])C.[K+].[Cl:24][C:25]1[N:30]=[C:29]([C:31]([F:34])([F:33])[F:32])[CH:28]=[CH:27][N:26]=1.Cl, predict the reaction product. (2) The product is: [F:10][C:6]1[CH:7]=[CH:8][CH:9]=[C:2]([CH:17]=[CH2:18])[C:3]=1[CH:4]=[O:5]. Given the reactants Cl[C:2]1[CH:9]=[CH:8][CH:7]=[C:6]([F:10])[C:3]=1[CH:4]=[O:5].B1(C=C)OB([CH:17]=[CH2:18])OB(C=C)O1.C1C=CN=CC=1.C(=O)([O-])[O-].[K+].[K+].COCCOC, predict the reaction product. (3) Given the reactants [F:1][C:2]1[CH:7]=[C:6]([F:8])[CH:5]=[CH:4][C:3]=1/[CH:9]=[CH:10]/[C:11]1[CH:16]=[CH:15][C:14]([S:17]([C:20]2[CH:27]=[CH:26][C:23]([C:24]#[N:25])=[CH:22][CH:21]=2)(=[O:19])=[O:18])=[CH:13][CH:12]=1.C(=O)([O-])[O-:29].[K+].[K+].OO.[Na], predict the reaction product. The product is: [F:1][C:2]1[CH:7]=[C:6]([F:8])[CH:5]=[CH:4][C:3]=1/[CH:9]=[CH:10]/[C:11]1[CH:12]=[CH:13][C:14]([S:17]([C:20]2[CH:27]=[CH:26][C:23]([C:24]([NH2:25])=[O:29])=[CH:22][CH:21]=2)(=[O:18])=[O:19])=[CH:15][CH:16]=1.